Dataset: Catalyst prediction with 721,799 reactions and 888 catalyst types from USPTO. Task: Predict which catalyst facilitates the given reaction. (1) Reactant: [Cl:1][C:2]1[C:11]2[C:6](=[CH:7][CH:8]=[C:9]([CH2:12][OH:13])[CH:10]=2)[N:5]=[CH:4][CH:3]=1.[C:14](Cl)(=[O:16])[CH3:15]. Product: [C:14]([O:13][CH2:12][C:9]1[CH:10]=[C:11]2[C:6](=[CH:7][CH:8]=1)[N:5]=[CH:4][CH:3]=[C:2]2[Cl:1])(=[O:16])[CH3:15]. The catalyst class is: 7. (2) Reactant: [F:1][C:2]1[CH:3]=[C:4]([OH:8])[CH:5]=[CH:6][CH:7]=1.Br[CH2:10][CH2:11][C:12]([OH:14])=[O:13].[OH-].[Na+]. Product: [F:1][C:2]1[CH:3]=[C:4]([CH:5]=[CH:6][CH:7]=1)[O:8][CH2:10][CH2:11][C:12]([OH:14])=[O:13]. The catalyst class is: 6. (3) Reactant: [CH2:1]([CH:3]1[CH:7]([C:8]2[N:12]3[C:13]4[CH:19]=[CH:18][NH:17][C:14]=4[N:15]=[CH:16][C:11]3=[N:10][N:9]=2)[CH2:6][CH:5]([CH2:20][CH2:21][CH2:22][C:23]([NH2:25])=O)[CH2:4]1)[CH3:2].C(OC(C(F)(F)F)=O)(C(F)(F)F)=O. Product: [CH2:1]([C@H:3]1[C@@H:7]([C:8]2[N:12]3[C:13]4[CH:19]=[CH:18][NH:17][C:14]=4[N:15]=[CH:16][C:11]3=[N:10][N:9]=2)[CH2:6][C@@H:5]([CH2:20][CH2:21][CH2:22][C:23]#[N:25])[CH2:4]1)[CH3:2]. The catalyst class is: 2. (4) Product: [C:43]([CH2:42][CH2:41][C@H:40]([NH:39][C:21]([C:20]1[C:14]2[C:15](=[N:16][CH:17]=[C:12]([C:6]3[C:5]4[C:9](=[CH:10][C:2]([Cl:1])=[CH:3][CH:4]=4)[N:8]([CH3:11])[N:7]=3)[N:13]=2)[N:18]([CH2:24][O:25][CH2:26][CH2:27][Si:28]([CH3:30])([CH3:29])[CH3:31])[CH:19]=1)=[O:23])[CH3:45])#[N:44]. Reactant: [Cl:1][C:2]1[CH:10]=[C:9]2[C:5]([C:6]([C:12]3[N:13]=[C:14]4[C:20]([C:21]([OH:23])=O)=[CH:19][N:18]([CH2:24][O:25][CH2:26][CH2:27][Si:28]([CH3:31])([CH3:30])[CH3:29])[C:15]4=[N:16][CH:17]=3)=[N:7][N:8]2[CH3:11])=[CH:4][CH:3]=1.FC(F)(F)C(O)=O.[NH2:39][C@H:40]([CH3:45])[CH2:41][CH2:42][C:43]#[N:44].CN(C(ON1N=NC2C=CC=CC1=2)=[N+](C)C)C.F[P-](F)(F)(F)(F)F.C1C=CC2N(O)N=NC=2C=1.CCN(C(C)C)C(C)C. The catalyst class is: 329. (5) Reactant: [CH2:1]([C:3]1[CH:8]=[CH:7][C:6]([C@H:9]2[CH2:14][C@@H:13]([C:15]([F:18])([F:17])[F:16])[N:12]3[N:19]=[CH:20][C:21]([C:22]([O:24]CC)=[O:23])=[C:11]3[NH:10]2)=[CH:5][CH:4]=1)[CH3:2].[OH-].[K+]. Product: [CH2:1]([C:3]1[CH:8]=[CH:7][C:6]([C@H:9]2[CH2:14][C@@H:13]([C:15]([F:18])([F:16])[F:17])[N:12]3[N:19]=[CH:20][C:21]([C:22]([OH:24])=[O:23])=[C:11]3[NH:10]2)=[CH:5][CH:4]=1)[CH3:2]. The catalyst class is: 8. (6) Reactant: [C:1]([C:3]1[CH:11]=[C:10]2[C:6]([CH:7]=[CH:8][NH:9]2)=[CH:5][CH:4]=1)#[N:2].[H-].[Na+].S(O[CH2:25][CH:26]1[CH2:31][CH2:30][N:29]([C:32]([O:34][CH2:35][C:36]2[CH:41]=[CH:40][CH:39]=[CH:38][CH:37]=2)=[O:33])[CH2:28][CH2:27]1)(C1C=CC(C)=CC=1)(=O)=O. Product: [CH2:35]([O:34][C:32]([N:29]1[CH2:30][CH2:31][CH:26]([CH2:25][N:9]2[C:10]3[C:6](=[CH:5][CH:4]=[C:3]([C:1]#[N:2])[CH:11]=3)[CH:7]=[CH:8]2)[CH2:27][CH2:28]1)=[O:33])[C:36]1[CH:37]=[CH:38][CH:39]=[CH:40][CH:41]=1. The catalyst class is: 9.